This data is from Forward reaction prediction with 1.9M reactions from USPTO patents (1976-2016). The task is: Predict the product of the given reaction. Given the reactants Br[C:2]1[CH:3]=[C:4]2[C:8](=[CH:9][CH:10]=1)[C:7](=[O:11])[CH2:6][CH2:5]2.C(=O)([O-])[O-].[Cs+].[Cs+].[CH2:18]([O:21][CH:22]1[CH2:27][CH2:26][CH2:25][CH2:24][O:23]1)[C:19]#[CH:20].C1(P(C2CCCCC2)C2C=CC=CC=2C2C(C(C)C)=CC(C(C)C)=CC=2C(C)C)CCCCC1, predict the reaction product. The product is: [C:7]1(=[O:11])[C:8]2[C:4](=[CH:3][C:2]([C:20]#[C:19][CH2:18][O:21][CH:22]3[CH2:27][CH2:26][CH2:25][CH2:24][O:23]3)=[CH:10][CH:9]=2)[CH2:5][CH2:6]1.